Dataset: Reaction yield outcomes from USPTO patents with 853,638 reactions. Task: Predict the reaction yield, written as a fraction of the theoretical maximum amount of product (1.0 means a 100% yield; for example, 0.34 means a 34% yield). (1) The reactants are [C:1]([O:5][C:6]([N:8]([CH2:25][C@H:26]1[CH2:35][CH2:34][C:33]2[C:28](=[CH:29][CH:30]=[C:31]([C:36]3[CH:37]=[C:38]([CH:43]=[CH:44][CH:45]=3)[C:39]([O:41]C)=[O:40])[CH:32]=2)[O:27]1)[CH2:9][C@H:10]([O:17][Si:18]([C:21]([CH3:24])([CH3:23])[CH3:22])([CH3:20])[CH3:19])[C:11]1[CH:12]=[N:13][CH:14]=[CH:15][CH:16]=1)=[O:7])([CH3:4])([CH3:3])[CH3:2].[OH-].[Na+]. The catalyst is O1CCCC1.O.CO. The product is [C:1]([O:5][C:6]([N:8]([CH2:25][C@H:26]1[CH2:35][CH2:34][C:33]2[C:28](=[CH:29][CH:30]=[C:31]([C:36]3[CH:37]=[C:38]([CH:43]=[CH:44][CH:45]=3)[C:39]([OH:41])=[O:40])[CH:32]=2)[O:27]1)[CH2:9][C@H:10]([O:17][Si:18]([C:21]([CH3:24])([CH3:23])[CH3:22])([CH3:20])[CH3:19])[C:11]1[CH:12]=[N:13][CH:14]=[CH:15][CH:16]=1)=[O:7])([CH3:2])([CH3:3])[CH3:4]. The yield is 0.780. (2) The reactants are [C:1]([C:5]1[CH:12]=[CH:11][C:8]([CH:9]=O)=[CH:7][CH:6]=1)([CH3:4])([CH3:3])[CH3:2].[Cl:13][C:14]1[CH:15]=[C:16]([CH2:20][CH2:21][NH2:22])[CH:17]=[CH:18][CH:19]=1.[BH4-].[Na+]. The catalyst is CO.Cl. The product is [C:1]([C:5]1[CH:12]=[CH:11][C:8]([CH2:9][NH:22][CH2:21][CH2:20][C:16]2[CH:17]=[CH:18][CH:19]=[C:14]([Cl:13])[CH:15]=2)=[CH:7][CH:6]=1)([CH3:4])([CH3:3])[CH3:2]. The yield is 1.00. (3) The reactants are [Cl:1][C:2]1[CH:10]=[CH:9][C:5]([C:6]([OH:8])=[O:7])=[C:4]([OH:11])[CH:3]=1.C(=O)([O-])[O-].[K+].[K+].[C:18](Cl)(=[O:22])[C:19]([CH3:21])=[O:20].Cl. The catalyst is CC(C)=O. The product is [Cl:1][C:2]1[CH:10]=[CH:9][C:5]([C:6]([OH:8])=[O:7])=[C:4]([O:11][C:18](=[O:22])[C:19](=[O:20])[CH3:21])[CH:3]=1. The yield is 0.701. (4) The reactants are [Cl:1][C:2]1[CH:7]=[CH:6][N:5]=[CH:4][CH:3]=1.[Li+].CC([N-]C(C)C)C.C1COCC1.CCCCCCC.C(C1C=CC=CC=1)C.[O:36]1[CH2:39][C:38](=[O:40])[CH2:37]1. The catalyst is C1COCC1.C1(C)C=CC=CC=1. The product is [Cl:1][C:2]1[CH:7]=[CH:6][N:5]=[CH:4][C:3]=1[C:38]1([OH:40])[CH2:39][O:36][CH2:37]1. The yield is 0.460. (5) The reactants are O[C:2]1([C:25]2[CH:30]=[CH:29][CH:28]=[CH:27][C:26]=2[O:31][CH3:32])[C:10]2[C:5](=[CH:6][CH:7]=[CH:8][CH:9]=2)[C:4]([C:11]2[CH:16]=[CH:15][C:14]3[O:17][CH2:18][O:19][C:13]=3[CH:12]=2)=[C:3]1[C:20]([O:22]CC)=[O:21].C([SiH](CC)CC)C.B(F)(F)F.CCOCC.Cl. The catalyst is C(Cl)Cl. The product is [CH3:32][O:31][C:26]1[CH:27]=[CH:28][CH:29]=[CH:30][C:25]=1[CH:2]1[C:10]2[C:5](=[CH:6][CH:7]=[CH:8][CH:9]=2)[CH:4]([C:11]2[CH:16]=[CH:15][C:14]3[O:17][CH2:18][O:19][C:13]=3[CH:12]=2)[CH:3]1[C:20]([OH:22])=[O:21]. The yield is 0.960. (6) The reactants are C([O:3][C:4](=O)[C:5]1[CH:10]=[CH:9][C:8]([Cl:11])=[C:7]([O:12][CH2:13][CH3:14])[CH:6]=1)C.[H-].C([Al+]CC(C)C)C(C)C. The catalyst is C1COCC1. The product is [Cl:11][C:8]1[CH:9]=[CH:10][C:5]([CH2:4][OH:3])=[CH:6][C:7]=1[O:12][CH2:13][CH3:14]. The yield is 1.00.